The task is: Predict which catalyst facilitates the given reaction.. This data is from Catalyst prediction with 721,799 reactions and 888 catalyst types from USPTO. (1) Reactant: [Cl:1][C:2]1[CH:3]=[CH:4][C:5]([O:34][CH3:35])=[C:6]([CH:33]=1)[CH2:7][C@H:8]1[C:14](=[O:15])[N:13]([C:16]([NH:18][C@H:19]([CH2:23][CH3:24])[C:20]([OH:22])=O)=[O:17])[CH2:12][C:11](=[N:25][O:26][C:27]2[CH:32]=[CH:31][CH:30]=[CH:29][CH:28]=2)[NH:10][CH2:9]1.C(Cl)Cl.C(C1NC=CN=1)(C1[NH:42]C=CN=1)=O.[NH4+].[OH-]. Product: [C:20]([C@H:19]([NH:18][C:16]([N:13]1[C:14](=[O:15])[C@H:8]([CH2:7][C:6]2[CH:33]=[C:2]([Cl:1])[CH:3]=[CH:4][C:5]=2[O:34][CH3:35])[CH2:9][NH:10][C:11](=[N:25][O:26][C:27]2[CH:28]=[CH:29][CH:30]=[CH:31][CH:32]=2)[CH2:12]1)=[O:17])[CH2:23][CH3:24])(=[O:22])[NH2:42]. The catalyst class is: 22. (2) Reactant: [CH2:1]1[C:3]2([CH2:8][O:7][CH:6]([CH2:9][O:10][C:11]3[CH:16]=[CH:15][N:14]=[C:13]([CH2:17]O)[C:12]=3[CH3:19])[O:5][CH2:4]2)[CH2:2]1.C(N(CC)CC)C.CS(Cl)(=O)=O.[SH:32][C:33]1[NH:34][C:35]2[CH:41]=[CH:40][CH:39]=[CH:38][C:36]=2[N:37]=1. Product: [CH2:1]1[C:3]2([CH2:8][O:7][CH:6]([CH2:9][O:10][C:11]3[CH:16]=[CH:15][N:14]=[C:13]([CH2:17][S:32][C:33]4[NH:37][C:36]5[CH:38]=[CH:39][CH:40]=[CH:41][C:35]=5[N:34]=4)[C:12]=3[CH3:19])[O:5][CH2:4]2)[CH2:2]1. The catalyst class is: 111. (3) Reactant: [CH3:1][N:2]1[C:10]2[CH:9]=[C:8]([C:11]3[CH:16]=[CH:15][C:14]([O:17][CH2:18][CH2:19][CH:20]4[CH2:25][CH2:24][NH:23][CH2:22][CH2:21]4)=[C:13]([C:26]([F:29])([F:28])[F:27])[CH:12]=3)[N:7]=[C:6]([C:30]#[N:31])[C:5]=2[N:4]=[N:3]1.[CH3:32][S:33]([CH:36]=[CH2:37])(=[O:35])=[O:34]. Product: [CH3:1][N:2]1[C:10]2=[CH:9][C:8]([C:11]3[CH:16]=[CH:15][C:14]([O:17][CH2:18][CH2:19][CH:20]4[CH2:21][CH2:22][N:23]([CH2:37][CH2:36][S:33]([CH3:32])(=[O:35])=[O:34])[CH2:24][CH2:25]4)=[C:13]([C:26]([F:29])([F:28])[F:27])[CH:12]=3)=[N:7][C:6]([C:30]#[N:31])=[C:5]2[N:4]=[N:3]1. The catalyst class is: 10. (4) Reactant: [NH2:1][C:2]1[C:3]([OH:13])=[C:4]([S:9]([NH2:12])(=[O:11])=[O:10])[C:5]([Cl:8])=[CH:6][CH:7]=1.[C:14]12([N:24]=[C:25]=[O:26])[CH2:23][CH:18]3[CH2:19][CH:20]([CH2:22][CH:16]([CH2:17]3)[CH2:15]1)[CH2:21]2. Product: [NH2:12][S:9]([C:4]1[C:3]([OH:13])=[C:2]([NH:1][C:25]([NH:24][C:14]23[CH2:23][CH:18]4[CH2:17][CH:16]([CH2:22][CH:20]([CH2:19]4)[CH2:21]2)[CH2:15]3)=[O:26])[CH:7]=[CH:6][C:5]=1[Cl:8])(=[O:11])=[O:10]. The catalyst class is: 13. (5) Reactant: Br[CH2:2][C:3]1[CH:13]=[CH:12][C:11]([O:14][CH3:15])=[CH:10][C:4]=1[C:5]([O:7]CC)=O.[CH:16]([C:19]1[CH:20]=[CH:21][C:22]([NH2:25])=[N:23][CH:24]=1)([CH3:18])[CH3:17].[O-]CC.[Na+]. Product: [CH:16]([C:19]1[CH:20]=[CH:21][C:22]([N:25]2[CH2:2][C:3]3[C:4](=[CH:10][C:11]([O:14][CH3:15])=[CH:12][CH:13]=3)[C:5]2=[O:7])=[N:23][CH:24]=1)([CH3:18])[CH3:17]. The catalyst class is: 8. (6) Reactant: [F:1][C:2]1[CH:7]=[CH:6][CH:5]=[C:4]([F:8])[C:3]=1[C:9]1[S:10][C:11]([NH:40]C(=O)OC(C)(C)C)=[C:12]([C:14](=[O:39])[NH:15][C:16]2[CH:17]=[N:18][N:19]([CH3:38])[C:20]=2[N:21]2[CH2:30][CH2:29][C@@H:28]([NH:31]C(=O)C(F)(F)F)[C:24]3([CH2:27][CH2:26][O:25]3)[CH2:23][CH2:22]2)[N:13]=1.C(=O)([O-])[O-].[K+].[K+]. Product: [NH2:40][C:11]1[S:10][C:9]([C:3]2[C:2]([F:1])=[CH:7][CH:6]=[CH:5][C:4]=2[F:8])=[N:13][C:12]=1[C:14]([NH:15][C:16]1[CH:17]=[N:18][N:19]([CH3:38])[C:20]=1[N:21]1[CH2:22][CH2:23][C:24]2([O:25][CH2:26][CH2:27]2)[CH:28]([NH2:31])[CH2:29][CH2:30]1)=[O:39]. The catalyst class is: 24. (7) Reactant: [F:1][CH:2]([F:31])[CH2:3][CH:4]1[CH2:13][C:12]2[C:7](=[CH:8][CH:9]=[CH:10][CH:11]=2)[N:6]([C:14]2[C:18]3[CH2:19][N:20]([C:23](=[O:25])[CH3:24])[CH2:21][CH2:22][C:17]=3[N:16]([C@H:26]3[CH2:30][CH2:29][O:28][CH2:27]3)[N:15]=2)[CH2:5]1.[Br:32]N1C(=O)CCC1=O. Product: [Br:32][C:10]1[CH:11]=[C:12]2[C:7](=[CH:8][CH:9]=1)[N:6]([C:14]1[C:18]3[CH2:19][N:20]([C:23](=[O:25])[CH3:24])[CH2:21][CH2:22][C:17]=3[N:16]([C@H:26]3[CH2:30][CH2:29][O:28][CH2:27]3)[N:15]=1)[CH2:5][CH:4]([CH2:3][CH:2]([F:1])[F:31])[CH2:13]2. The catalyst class is: 2.